Predict the reactants needed to synthesize the given product. From a dataset of Full USPTO retrosynthesis dataset with 1.9M reactions from patents (1976-2016). (1) Given the product [NH2:25][C:22]1[N:23]=[CH:24][C:19]([C:6]2[CH:7]=[C:8]([CH:9]3[CH2:14][CH2:13][N:12]([CH2:15][C:18]#[N:32])[CH2:11][CH2:10]3)[N:4]([CH:1]([CH3:2])[CH3:3])[N:5]=2)=[CH:20][C:21]=1[C:26]([F:27])([F:29])[F:28], predict the reactants needed to synthesize it. The reactants are: [CH:1]([N:4]1[C:8]([CH:9]2[CH2:14][CH2:13][N:12]([CH:15]3[CH2:18]OC3)[CH2:11][CH2:10]2)=[CH:7][C:6]([C:19]2[CH:20]=[C:21]([C:26]([F:29])([F:28])[F:27])[C:22]([NH2:25])=[N:23][CH:24]=2)=[N:5]1)([CH3:3])[CH3:2].IC1C=C(C2CCN(CC#N)CC2)N(C(C)C)[N:32]=1. (2) The reactants are: [OH:1][NH:2][C:3]([C:5]1[CH:10]=[CH:9][C:8]([NH:11][C:12]([C:14]2[CH:15]=[CH:16][C:17]3[O:22][CH2:21][CH2:20][N:19]([S:23]([C:26]4[CH:31]=[C:30]([Cl:32])[CH:29]=[CH:28][C:27]=4[O:33][CH3:34])(=[O:25])=[O:24])[C:18]=3[CH:35]=2)=[O:13])=[CH:7][CH:6]=1)=[NH:4].N1C=CC=CC=1.C(C(CCCC)[CH2:45][O:46]C(Cl)=O)C. Given the product [O:46]=[C:45]1[O:1][N:2]=[C:3]([C:5]2[CH:10]=[CH:9][C:8]([NH:11][C:12]([C:14]3[CH:15]=[CH:16][C:17]4[O:22][CH2:21][CH2:20][N:19]([S:23]([C:26]5[CH:31]=[C:30]([Cl:32])[CH:29]=[CH:28][C:27]=5[O:33][CH3:34])(=[O:24])=[O:25])[C:18]=4[CH:35]=3)=[O:13])=[CH:7][CH:6]=2)[NH:4]1, predict the reactants needed to synthesize it. (3) Given the product [Br:1][C:2]1[C:3]([CH3:18])=[N:4][N:5]([CH2:14][CH2:15][CH:16]=[O:17])[C:6]=1[C:7]1[CH:8]=[CH:9][C:10]([F:13])=[CH:11][CH:12]=1, predict the reactants needed to synthesize it. The reactants are: [Br:1][C:2]1[C:3]([CH3:18])=[N:4][N:5]([CH2:14][CH2:15][CH2:16][OH:17])[C:6]=1[C:7]1[CH:12]=[CH:11][C:10]([F:13])=[CH:9][CH:8]=1.C(N(CC)CC)C.O.C(=O)([O-])[O-].[K+].[K+]. (4) Given the product [CH2:21]([O:20][C:18](=[O:19])[CH2:17][O:3][CH:4]1[CH2:8][CH2:7][N:6]([C:9]([O:11][C:12]([CH3:15])([CH3:14])[CH3:13])=[O:10])[CH2:5]1)[CH3:22], predict the reactants needed to synthesize it. The reactants are: [H-].[Na+].[OH:3][CH:4]1[CH2:8][CH2:7][N:6]([C:9]([O:11][C:12]([CH3:15])([CH3:14])[CH3:13])=[O:10])[CH2:5]1.Cl[CH2:17][C:18]([O:20][CH2:21][CH3:22])=[O:19].